The task is: Predict the product of the given reaction.. This data is from Forward reaction prediction with 1.9M reactions from USPTO patents (1976-2016). (1) Given the reactants [C:1]([O:9][C@@H:10]1[CH2:43][N:13]2[C:14](=[O:42])[C@@H:15]([NH:34][C:35]([O:37][C:38]([CH3:41])([CH3:40])[CH3:39])=[O:36])[CH2:16][CH2:17][CH2:18][CH2:19][CH2:20][CH:21]=[CH:22][C@@H:23]3[CH2:28][C@@:24]3([C:29]([O:31][CH2:32][CH3:33])=[O:30])[NH:25][C:26](=[O:27])[C@@H:12]2[CH2:11]1)(=[O:8])[C:2]1[CH:7]=[CH:6][CH:5]=[CH:4][CH:3]=1.B1([O-])O[O:45]1.O.O.O.O.[Na+], predict the reaction product. The product is: [C:1]([O:9][C@@H:10]1[CH2:43][N:13]2[C:14](=[O:42])[C@@H:15]([NH:34][C:35]([O:37][C:38]([CH3:39])([CH3:41])[CH3:40])=[O:36])[CH2:16][CH2:17][CH2:18][CH2:19][CH2:20][C@H:21]([OH:45])[CH2:22][C@@H:23]3[CH2:28][C@@:24]3([C:29]([O:31][CH2:32][CH3:33])=[O:30])[NH:25][C:26](=[O:27])[C@@H:12]2[CH2:11]1)(=[O:8])[C:2]1[CH:7]=[CH:6][CH:5]=[CH:4][CH:3]=1. (2) The product is: [CH:20]1([CH2:26][CH2:27][CH2:28][CH2:29][CH2:30][O:31][C:32](=[O:33])[NH:10][C@H:9]2[CH2:8][NH:7][C:6]2=[O:5])[CH2:25][CH2:24][CH2:23][CH2:22][CH2:21]1. Given the reactants C([O-])(=O)C.[O:5]=[C:6]1[C@@H:9]([NH3+:10])[CH2:8][NH:7]1.CCN(C(C)C)C(C)C.[CH:20]1([CH2:26][CH2:27][CH2:28][CH2:29][CH2:30][O:31][C:32](N2C=CC=CC2=O)=[O:33])[CH2:25][CH2:24][CH2:23][CH2:22][CH2:21]1, predict the reaction product. (3) Given the reactants [Br:1][C:2]1[C:3]([NH2:31])=[N:4][CH:5]=[N:6][C:7]=1[N:8]1[CH2:13][CH2:12][CH:11]([C:14]2[N:15]([CH3:30])[CH:16]=[C:17]([C:19]3[CH:24]=[CH:23][C:22]([F:25])=[C:21]([C:26]([F:29])([F:28])[F:27])[CH:20]=3)[N:18]=2)[CH2:10][CH2:9]1.FC1C=CC(C2N=C(C3CCNCC3)N(C[CH2:45][N:46]3[CH2:51][CH2:50][CH2:49][CH2:48][CH2:47]3)C=2)=CC=1C(F)(F)F, predict the reaction product. The product is: [Br:1][C:2]1[C:3]([NH2:31])=[N:4][CH:5]=[N:6][C:7]=1[N:8]1[CH2:13][CH2:12][CH:11]([C:14]2[N:15]([CH2:30][CH2:45][N:46]3[CH2:51][CH2:50][CH2:49][CH2:48][CH2:47]3)[CH:16]=[C:17]([C:19]3[CH:24]=[CH:23][C:22]([F:25])=[C:21]([C:26]([F:28])([F:29])[F:27])[CH:20]=3)[N:18]=2)[CH2:10][CH2:9]1.